From a dataset of Peptide-MHC class I binding affinity with 185,985 pairs from IEDB/IMGT. Regression. Given a peptide amino acid sequence and an MHC pseudo amino acid sequence, predict their binding affinity value. This is MHC class I binding data. (1) The peptide sequence is VLSDLCNFL. The MHC is HLA-A80:01 with pseudo-sequence HLA-A80:01. The binding affinity (normalized) is 0.0847. (2) The peptide sequence is HMNKLPLAK. The MHC is HLA-B39:01 with pseudo-sequence HLA-B39:01. The binding affinity (normalized) is 0.0847. (3) The peptide sequence is QYPAFVLFI. The MHC is HLA-B08:01 with pseudo-sequence HLA-B08:01. The binding affinity (normalized) is 0.0847. (4) The peptide sequence is QAFTFSPTYK. The MHC is HLA-A02:02 with pseudo-sequence HLA-A02:02. The binding affinity (normalized) is 0.248. (5) The peptide sequence is PMPCMINDTH. The MHC is HLA-A03:01 with pseudo-sequence HLA-A03:01. The binding affinity (normalized) is 0.